From a dataset of Catalyst prediction with 721,799 reactions and 888 catalyst types from USPTO. Predict which catalyst facilitates the given reaction. (1) Reactant: [CH3:1][Li].[C:3]1([C:17]([OH:19])=O)[C:16]2[S:15][C:14]3[C:9](=[CH:10][CH:11]=[CH:12][CH:13]=3)[S:8][C:7]=2[CH:6]=[CH:5][CH:4]=1.N#N.Cl. Product: [C:3]1([C:17](=[O:19])[CH3:1])[C:16]2[S:15][C:14]3[C:9](=[CH:10][CH:11]=[CH:12][CH:13]=3)[S:8][C:7]=2[CH:6]=[CH:5][CH:4]=1. The catalyst class is: 30. (2) Reactant: [F:1][C:2]([F:27])([F:26])[C:3]1[CH:8]=[C:7]([N:9]2[CH2:17][C:16]3[C:11](=[CH:12][CH:13]=[C:14]([CH:18]=O)[CH:15]=3)[CH2:10]2)[CH:6]=[CH:5][C:4]=1[C:20]1[CH:25]=[CH:24][CH:23]=[CH:22][CH:21]=1.[NH2:28][CH2:29][CH2:30][C:31]([OH:33])=[O:32].CCN(CC)CC.[BH4-].[Na+]. Product: [F:26][C:2]([F:1])([F:27])[C:3]1[CH:8]=[C:7]([N:9]2[CH2:17][C:16]3[C:11](=[CH:12][CH:13]=[C:14]([CH2:18][NH:28][CH2:29][CH2:30][C:31]([OH:33])=[O:32])[CH:15]=3)[CH2:10]2)[CH:6]=[CH:5][C:4]=1[C:20]1[CH:25]=[CH:24][CH:23]=[CH:22][CH:21]=1. The catalyst class is: 5. (3) Reactant: O[CH2:2][CH2:3][C:4]1[CH:9]=[CH:8][CH:7]=[CH:6][N:5]=1.[BrH:10]. Product: [Br-:10].[Br:10][CH2:2][CH2:3][C:4]1[CH:9]=[CH:8][CH:7]=[CH:6][NH+:5]=1. The catalyst class is: 15. (4) Reactant: [NH2:1][CH2:2][C@@H:3]1[CH2:8][CH2:7][C@H:6]([NH:9][C:10]2[CH:19]=[C:18]([CH3:20])[C:17]3[C:12](=[CH:13][CH:14]=[CH:15][CH:16]=3)[N:11]=2)[CH2:5][CH2:4]1.[Cl:21][C:22]1[CH:27]=[CH:26][CH:25]=[C:24]([N:28]=[C:29]=[O:30])[C:23]=1[Cl:31].O.Cl. Product: [ClH:21].[Cl:31][C:23]1[C:22]([Cl:21])=[CH:27][CH:26]=[CH:25][C:24]=1[NH:28][C:29]([NH:1][CH2:2][C@H:3]1[CH2:4][CH2:5][C@@H:6]([NH:9][C:10]2[CH:19]=[C:18]([CH3:20])[C:17]3[C:12](=[CH:13][CH:14]=[CH:15][CH:16]=3)[N:11]=2)[CH2:7][CH2:8]1)=[O:30]. The catalyst class is: 197. (5) Reactant: Br[C:2]1[CH:3]=[CH:4][C:5]([Cl:9])=[C:6]([OH:8])[CH:7]=1.[F:10][C:11]1[CH:12]=[C:13](B(O)O)[CH:14]=[CH:15][CH:16]=1.C(=O)([O-])[O-].[K+].[K+].O1CCOCC1. Product: [Cl:9][C:5]1[CH:4]=[CH:3][C:2]([C:15]2[CH:14]=[CH:13][CH:12]=[C:11]([F:10])[CH:16]=2)=[CH:7][C:6]=1[OH:8]. The catalyst class is: 103. (6) Reactant: [O:1]1[CH2:6][CH2:5][CH2:4][CH2:3][CH:2]1[N:7]1[C:15]2[C:10](=[CH:11][C:12]([C:16]3[N:20]=[CH:19][N:18]([C:21]([C:34]4[CH:39]=[CH:38][CH:37]=[CH:36][CH:35]=4)([C:28]4[CH:33]=[CH:32][CH:31]=[CH:30][CH:29]=4)[C:22]4[CH:27]=[CH:26][CH:25]=[CH:24][CH:23]=4)[N:17]=3)=[CH:13][CH:14]=2)[C:9]([C:40]2[CH:41]=[C:42]([NH2:46])[CH:43]=[CH:44][CH:45]=2)=[N:8]1.[C:47]1([CH2:53][C:54](Cl)=[O:55])[CH:52]=[CH:51][CH:50]=[CH:49][CH:48]=1.C(N(CC)CC)C. Product: [O:1]1[CH2:6][CH2:5][CH2:4][CH2:3][CH:2]1[N:7]1[C:15]2[C:10](=[CH:11][C:12]([C:16]3[N:20]=[CH:19][N:18]([C:21]([C:28]4[CH:33]=[CH:32][CH:31]=[CH:30][CH:29]=4)([C:22]4[CH:27]=[CH:26][CH:25]=[CH:24][CH:23]=4)[C:34]4[CH:35]=[CH:36][CH:37]=[CH:38][CH:39]=4)[N:17]=3)=[CH:13][CH:14]=2)[C:9]([C:40]2[CH:41]=[C:42]([NH:46][C:54](=[O:55])[CH2:53][C:47]3[CH:52]=[CH:51][CH:50]=[CH:49][CH:48]=3)[CH:43]=[CH:44][CH:45]=2)=[N:8]1. The catalyst class is: 7.